From a dataset of Antibody developability classification from SAbDab with 2,409 antibodies. Regression/Classification. Given an antibody's heavy chain and light chain sequences, predict its developability. TAP uses regression for 5 developability metrics; SAbDab uses binary classification. The antibody is ['EVQLVESGGGLVQPKGSLKLSCAASGFTFNTYAMNWVRQAPGKGLEWVARIRSKSNNYATYYADSVKDRFTISRDDSQSMLYLQMNNLKTEDTAMYYCVRHRGAPLYYGNGAWFAYWGQGTLVTVSA', 'DIQMTQSTSSLSASLGDRVTISCRASQDISNYLNWYQQKPDGTVKVLIYYTSRLRSGVPSRFSGSGSGTDYSLTISNLEQEDIATYFCQQGNTLPWTFGGGTKLEIK']. Result: 0 (not developable).